This data is from Reaction yield outcomes from USPTO patents with 853,638 reactions. The task is: Predict the reaction yield, written as a fraction of the theoretical maximum amount of product (1.0 means a 100% yield; for example, 0.34 means a 34% yield). (1) The reactants are [OH:1][CH2:2][CH2:3][CH2:4][CH2:5][CH2:6][CH2:7][CH2:8][CH2:9][CH2:10][CH2:11][CH2:12][CH2:13][CH2:14][CH2:15][CH2:16][C:17]([OH:19])=[O:18].O1CCCC1.S([O-])([O-])(=O)=S.[Na+:30].[Na+]. The catalyst is ClCCl.C(=O)(O)[O-].[Na+]. The product is [Na+:30].[O:1]=[CH:2][CH2:3][CH2:4][CH2:5][CH2:6][CH2:7][CH2:8][CH2:9][CH2:10][CH2:11][CH2:12][CH2:13][CH2:14][CH2:15][CH2:16][C:17]([O-:19])=[O:18]. The yield is 0.340. (2) The reactants are [CH3:1][C:2]([C:4]1[CH:5]=[CH:6][C:7]([OH:10])=[CH:8][CH:9]=1)=[O:3].OS(O)(=O)=O.C(OCC)=C.[C:21](OC)(=[O:26])[CH2:22][CH2:23][CH2:24][CH3:25].CC([O-])(C)C.[K+].Cl.[OH-].[Na+].NO. The catalyst is C1COCC1.C(Cl)Cl.CCCCCCC.O.CCN(CC)CC. The product is [OH:10][C:7]1[CH:8]=[CH:9][C:4]([C:2](=[O:3])[CH2:1][C:21](=[O:26])[CH2:22][CH2:23][CH2:24][CH3:25])=[CH:5][CH:6]=1. The yield is 0.860. (3) The reactants are [N+:1]([C:4]1[CH:9]=[CH:8][C:7](Br)=[CH:6][N:5]=1)([O-:3])=[O:2].[NH:11]1[CH2:16][CH2:15][NH:14][CH2:13][CH2:12]1. The catalyst is C(#N)C. The product is [N+:1]([C:4]1[N:5]=[CH:6][C:7]([N:11]2[CH2:16][CH2:15][NH:14][CH2:13][CH2:12]2)=[CH:8][CH:9]=1)([O-:3])=[O:2]. The yield is 0.410. (4) The yield is 0.980. The product is [CH2:1]([O:8][C:9](=[O:20])[CH2:10][C:11]1[CH:16]=[CH:15][N:14]=[CH:13][C:12]=1[NH2:17])[C:2]1[CH:7]=[CH:6][CH:5]=[CH:4][CH:3]=1. The catalyst is [Pd]. The reactants are [CH2:1]([O:8][C:9](=[O:20])[CH2:10][C:11]1[CH:16]=[CH:15][N:14]=[CH:13][C:12]=1[N+:17]([O-])=O)[C:2]1[CH:7]=[CH:6][CH:5]=[CH:4][CH:3]=1.